From a dataset of Reaction yield outcomes from USPTO patents with 853,638 reactions. Predict the reaction yield, written as a fraction of the theoretical maximum amount of product (1.0 means a 100% yield; for example, 0.34 means a 34% yield). (1) The reactants are [N:1]1[C:5]2[CH:6]=[CH:7][C:8]([C:10]([OH:12])=O)=[CH:9][C:4]=2[NH:3][CH:2]=1.[CH3:13][N:14]1[CH2:19][CH2:18][NH:17][CH2:16][CH2:15]1. No catalyst specified. The product is [CH3:13][N:14]1[CH2:19][CH2:18][N:17]([C:10]([C:8]2[CH:7]=[CH:6][C:5]3[NH:1][CH:2]=[N:3][C:4]=3[CH:9]=2)=[O:12])[CH2:16][CH2:15]1. The yield is 0.630. (2) The reactants are Cl[C:2]1[CH:3]=[CH:4][C:5]2[O:14][CH2:13][CH2:12][C:11]3[CH:10]=[C:9]([C:15]4[N:16]([C:20]5[CH:25]=[CH:24][C:23]([F:26])=[CH:22][C:21]=5[F:27])[N:17]=[CH:18][N:19]=4)[S:8][C:7]=3[C:6]=2[N:28]=1.[CH3:29][NH:30][CH2:31][CH2:32][O:33][Si](C)(C)C.CC(C1C=C(C(C)C)C(C2C=CC=CC=2P(C2CCCCC2)C2CCCCC2)=C(C(C)C)C=1)C.CC(C)([O-])C. The catalyst is O1CCOCC1.CC([O-])=O.CC([O-])=O.[Pd+2]. The product is [F:27][C:21]1[CH:22]=[C:23]([F:26])[CH:24]=[CH:25][C:20]=1[N:16]1[C:15]([C:9]2[S:8][C:7]3[C:6]4[N:28]=[C:2]([N:30]([CH3:29])[CH2:31][CH2:32][OH:33])[CH:3]=[CH:4][C:5]=4[O:14][CH2:13][CH2:12][C:11]=3[CH:10]=2)=[N:19][CH:18]=[N:17]1. The yield is 0.260. (3) The reactants are Cl[C:2]1[N:6]([CH2:7][CH2:8][CH2:9][C:10]([O:12][CH2:13][CH3:14])=[O:11])[C:5]2[C:15]([CH:20]([CH2:23][CH3:24])[CH2:21][CH3:22])=[CH:16][CH:17]=[C:18]([Cl:19])[C:4]=2[N:3]=1.[CH3:25][O:26][C:27]1[N:32]=[CH:31][C:30]([NH2:33])=[C:29]([CH3:34])[CH:28]=1.O.C1(C)C=CC(S(O)(=O)=O)=CC=1. The product is [Cl:19][C:18]1[C:4]2[N:3]=[C:2]([NH:33][C:30]3[CH:31]=[N:32][C:27]([O:26][CH3:25])=[CH:28][C:29]=3[CH3:34])[N:6]([CH2:7][CH2:8][CH2:9][C:10]([O:12][CH2:13][CH3:14])=[O:11])[C:5]=2[C:15]([CH:20]([CH2:23][CH3:24])[CH2:21][CH3:22])=[CH:16][CH:17]=1. The yield is 0.100. The catalyst is CN1CCCC1=O.C(OCC)(=O)C. (4) The reactants are [CH2:1]([O:3][C:4]([C:6]1[N:7]=[C:8]([NH:11][C:12](=[O:29])[CH:13]([C:20]2[CH:25]=[CH:24][C:23]([N+:26]([O-:28])=[O:27])=[CH:22][CH:21]=2)[CH2:14][CH:15]2[CH2:19][CH2:18][CH2:17][CH2:16]2)[S:9][CH:10]=1)=[O:5])C.S(=O)(=O)(O)O. The catalyst is CO. The product is [CH3:1][O:3][C:4]([C:6]1[N:7]=[C:8]([NH:11][C:12](=[O:29])[CH:13]([C:20]2[CH:21]=[CH:22][C:23]([N+:26]([O-:28])=[O:27])=[CH:24][CH:25]=2)[CH2:14][CH:15]2[CH2:16][CH2:17][CH2:18][CH2:19]2)[S:9][CH:10]=1)=[O:5]. The yield is 0.548. (5) The reactants are [Cl:1][C:2]1[C:3]([C:14]2[CH:24]=[CH:23][C:17]([C:18]([O:20]CC)=[O:19])=[CH:16][CH:15]=2)=[N:4][C:5]([C:8]2[CH:13]=[CH:12][CH:11]=[CH:10][CH:9]=2)=[CH:6][CH:7]=1.[OH-].[Na+].O1CCCC1.Cl. The catalyst is O.C(O)C. The product is [Cl:1][C:2]1[C:3]([C:14]2[CH:15]=[CH:16][C:17]([C:18]([OH:20])=[O:19])=[CH:23][CH:24]=2)=[N:4][C:5]([C:8]2[CH:9]=[CH:10][CH:11]=[CH:12][CH:13]=2)=[CH:6][CH:7]=1. The yield is 0.910. (6) The reactants are ClC(Cl)(Cl)[C:3]([C:5]1[N:14]2[C:8]([CH2:9][N:10]([C:19]([C:21]3[CH:26]=[CH:25][C:24]([C:27]4[CH:32]=[CH:31][CH:30]=[CH:29][C:28]=4[CH3:33])=[C:23]([CH3:34])[CH:22]=3)=[O:20])[C:11]3[CH:18]=[CH:17][CH:16]=[CH:15][C:12]=3[CH2:13]2)=[CH:7][CH:6]=1)=[O:4].[NH2:37][C:38]1[CH:39]=[C:40]([CH:43]=[CH:44][CH:45]=1)[CH2:41][NH2:42]. The catalyst is CS(C)=O.O. The product is [NH2:37][C:38]1[CH:39]=[C:40]([CH:43]=[CH:44][CH:45]=1)[CH2:41][NH:42][C:3]([C:5]1[N:14]2[C:8]([CH2:9][N:10]([C:19]([C:21]3[CH:26]=[CH:25][C:24]([C:27]4[CH:32]=[CH:31][CH:30]=[CH:29][C:28]=4[CH3:33])=[C:23]([CH3:34])[CH:22]=3)=[O:20])[C:11]3[CH:18]=[CH:17][CH:16]=[CH:15][C:12]=3[CH2:13]2)=[CH:7][CH:6]=1)=[O:4]. The yield is 0.570.